Dataset: Full USPTO retrosynthesis dataset with 1.9M reactions from patents (1976-2016). Task: Predict the reactants needed to synthesize the given product. The reactants are: O=C1[C:10]2[C:5](=[CH:6][CH:7]=[CH:8][CH:9]=2)[C:4](=[O:11])[N:3]1[CH:12]([CH3:18])[C:13]([O:15]CC)=O.C[O-].[Na+]. Given the product [OH:15][C:13]1[C:6]2[C:5](=[CH:10][CH:9]=[CH:8][CH:7]=2)[C:4](=[O:11])[NH:3][C:12]=1[CH3:18], predict the reactants needed to synthesize it.